From a dataset of Reaction yield outcomes from USPTO patents with 853,638 reactions. Predict the reaction yield, written as a fraction of the theoretical maximum amount of product (1.0 means a 100% yield; for example, 0.34 means a 34% yield). (1) The reactants are [F:1][C:2]([F:14])([F:13])[C:3]([C:5]1[CH:10]=[CH:9][C:8]([F:11])=[CH:7][C:6]=1F)=[O:4].[Cl:15][C:16]1[CH:17]=[C:18]([CH:21]=[C:22]([Cl:24])[CH:23]=1)[CH2:19][NH2:20].C(N(CC)C(C)C)(C)C. The catalyst is C(#N)C. The product is [Cl:15][C:16]1[CH:17]=[C:18]([CH:21]=[C:22]([Cl:24])[CH:23]=1)[CH2:19][NH:20][C:6]1[CH:7]=[C:8]([F:11])[CH:9]=[CH:10][C:5]=1[C:3](=[O:4])[C:2]([F:14])([F:13])[F:1]. The yield is 0.430. (2) The reactants are [NH2:1][C:2]1[N:7]=[CH:6][N:5]=[C:4]2[N:8]([CH:12]([C:14]3[C:15]([O:36][CH2:37][CH3:38])=[C:16]([CH:22]4[CH2:25][N:24](C(OCC5C=CC=CC=5)=O)[CH2:23]4)[C:17]([CH3:21])=[C:18]([Cl:20])[CH:19]=3)[CH3:13])[N:9]=[C:10]([CH3:11])[C:3]=12.Cl.O. The catalyst is CO.[Pd]. The product is [NH:24]1[CH2:23][CH:22]([C:16]2[C:15]([O:36][CH2:37][CH3:38])=[C:14]([CH:12]([N:8]3[C:4]4=[N:5][CH:6]=[N:7][C:2]([NH2:1])=[C:3]4[C:10]([CH3:11])=[N:9]3)[CH3:13])[CH:19]=[C:18]([Cl:20])[C:17]=2[CH3:21])[CH2:25]1. The yield is 0.920. (3) The yield is 0.350. The catalyst is CO. The product is [CH3:39][O:38][C:36]([NH:1][CH:2]1[C:11]2[C:6](=[CH:7][CH:8]=[C:9]([NH:12][C:13]([C:15]3[C:24](=[O:25])[C:23]4[C:18](=[CH:19][CH:20]=[CH:21][CH:22]=4)[NH:17][CH:16]=3)=[O:14])[CH:10]=2)[CH2:5][CH2:4][CH2:3]1)=[O:37]. The reactants are [NH2:1][CH:2]1[C:11]2[C:6](=[CH:7][CH:8]=[C:9]([NH:12][C:13]([C:15]3[C:24](=[O:25])[C:23]4[C:18](=[CH:19][CH:20]=[CH:21][CH:22]=4)[NH:17][CH:16]=3)=[O:14])[CH:10]=2)[CH2:5][CH2:4][CH2:3]1.CCN(C(C)C)C(C)C.Cl[C:36]([O:38][CH3:39])=[O:37].N1CCCCC1. (4) The reactants are [F:1][C:2]1[CH:7]=[CH:6][C:5]([NH:8][C:9]2[C:14]([C:15]3[N:20]=[C:19]([CH3:21])[N:18]=[C:17]([N:22](CC4C=CC(OC)=CC=4)CC4C=CC(OC)=CC=4)[N:16]=3)=[CH:13][CH:12]=[CH:11][N:10]=2)=[CH:4][C:3]=1[O:41][CH3:42]. The catalyst is C(O)(C(F)(F)F)=O. The product is [F:1][C:2]1[CH:7]=[CH:6][C:5]([NH:8][C:9]2[C:14]([C:15]3[N:20]=[C:19]([CH3:21])[N:18]=[C:17]([NH2:22])[N:16]=3)=[CH:13][CH:12]=[CH:11][N:10]=2)=[CH:4][C:3]=1[O:41][CH3:42]. The yield is 0.0363. (5) The reactants are [H-].[Na+].CC(C)([C:8]([O-:10])=[O:9])C([O-])=O.F[C:13]1[CH:18]=[CH:17][C:16]([F:19])=[CH:15][C:14]=1[N+:20]([O-:22])=[O:21].[Cl-].[NH4+].[C:25]([O:28][CH2:29]C)(=[O:27])[CH3:26].[CH3:31]CCCCC. The catalyst is CS(C)=O. The product is [F:19][C:16]1[CH:17]=[CH:18][C:13]([CH:26]([C:8]([O:10][CH3:31])=[O:9])[C:25]([O:28][CH3:29])=[O:27])=[C:14]([N+:20]([O-:22])=[O:21])[CH:15]=1. The yield is 0.800. (6) The reactants are O=P12OP3(OP(OP(O3)(O1)=O)(=O)O2)=O.[OH:15][CH:16]([C:33]1[CH:38]=[CH:37][CH:36]=[CH:35][C:34]=1[O:39][CH3:40])[CH2:17][O:18][C:19]1[CH:32]=[CH:31][C:22]([CH2:23][CH:24]2[S:28][C:27](=[O:29])[NH:26][C:25]2=[O:30])=[CH:21][CH:20]=1.CS(C)=O.C(N(CC)C(C)C)(C)C.C([O-])(O)=O.[Na+]. The catalyst is C(Cl)Cl. The product is [CH3:40][O:39][C:34]1[CH:35]=[CH:36][CH:37]=[CH:38][C:33]=1[C:16](=[O:15])[CH2:17][O:18][C:19]1[CH:32]=[CH:31][C:22]([CH2:23][CH:24]2[S:28][C:27](=[O:29])[NH:26][C:25]2=[O:30])=[CH:21][CH:20]=1. The yield is 0.880. (7) The reactants are [CH:1]([C:3]1[CH:8]=[CH:7][C:6]([C:9]2[CH:14]=[CH:13][C:12]([CH2:15][CH2:16][C:17]([O:19][CH2:20][CH3:21])=[O:18])=[CH:11][C:10]=2[O:22][CH2:23][CH2:24][CH2:25][O:26][CH3:27])=[CH:5][CH:4]=1)=O.C(O)(=O)C.[C:32]([N:35]1[CH2:40][CH2:39][NH:38][CH2:37][CH2:36]1)(=[O:34])[CH3:33].C(O[BH-](OC(=O)C)OC(=O)C)(=O)C.[Na+].C(=O)(O)[O-].[Na+]. The catalyst is ClC(Cl)C. The product is [C:32]([N:35]1[CH2:40][CH2:39][N:38]([CH2:1][C:3]2[CH:4]=[CH:5][C:6]([C:9]3[CH:14]=[CH:13][C:12]([CH2:15][CH2:16][C:17]([O:19][CH2:20][CH3:21])=[O:18])=[CH:11][C:10]=3[O:22][CH2:23][CH2:24][CH2:25][O:26][CH3:27])=[CH:7][CH:8]=2)[CH2:37][CH2:36]1)(=[O:34])[CH3:33]. The yield is 0.780. (8) The reactants are [CH:1]([N-:4]C(C)C)(C)[CH3:2].[Li+].CCCCCCC.O1CCCC1.C(C1C=CC=CC=1)C.C(#N)C.[C:32]([O:36][C:37]([N:39]1[CH2:44][CH2:43][CH:42]([C:45]#[N:46])[CH2:41][CH2:40]1)=[O:38])([CH3:35])([CH3:34])[CH3:33]. The catalyst is O1CCCC1. The product is [C:32]([O:36][C:37]([N:39]1[CH2:44][CH2:43][CH:42]([C:45]([NH2:46])=[CH:2][C:1]#[N:4])[CH2:41][CH2:40]1)=[O:38])([CH3:35])([CH3:33])[CH3:34]. The yield is 0.640. (9) The catalyst is CN(C)C=O. The yield is 0.340. The reactants are [CH2:1]([C:3]1[CH:4]=[CH:5][C:6]([O:10][C:11]2[CH:16]=[CH:15][CH:14]=[C:13]([F:17])[N:12]=2)=[C:7]([OH:9])[CH:8]=1)[CH3:2].C(N(CC)CC)C.[C:25](O)(=[O:27])[CH3:26]. The product is [C:25]([O:9][C:7]1[CH:8]=[C:3]([CH2:1][CH3:2])[CH:4]=[CH:5][C:6]=1[O:10][C:11]1[CH:16]=[CH:15][CH:14]=[C:13]([F:17])[N:12]=1)(=[O:27])[CH3:26]. (10) The reactants are [CH2:1]([NH:8][C:9]1[CH:10]=[C:11]([CH:24]=[CH:25][CH:26]=1)[C:12]([C:14]1[CH:22]=[C:21]2[C:17]([CH2:18][C:19](=[O:23])[NH:20]2)=[CH:16][CH:15]=1)=[O:13])[C:2]1[CH:7]=[CH:6][CH:5]=[CH:4][CH:3]=1.[CH:27](OCC)=[O:28].[O-]CC.[Na+].Cl. The catalyst is C(O)C. The product is [CH2:1]([NH:8][C:9]1[CH:10]=[C:11]([CH:24]=[CH:25][CH:26]=1)[C:12]([C:14]1[CH:22]=[C:21]2[C:17](/[C:18](=[CH:27]/[OH:28])/[C:19](=[O:23])[NH:20]2)=[CH:16][CH:15]=1)=[O:13])[C:2]1[CH:3]=[CH:4][CH:5]=[CH:6][CH:7]=1. The yield is 0.340.